From a dataset of Catalyst prediction with 721,799 reactions and 888 catalyst types from USPTO. Predict which catalyst facilitates the given reaction. (1) Reactant: CN(C)C=O.[Cl:6][C:7]1[CH:12]=[CH:11][C:10]([S:13]([CH2:16][C:17]#[N:18])(=[O:15])=[O:14])=[CH:9][CH:8]=1.Cl.C(N(CC)CC)C.[N-:27]=[N+:28]=[N-:29].[Na+]. Product: [Cl:6][C:7]1[CH:8]=[CH:9][C:10]([S:13]([CH2:16][C:17]2[NH:29][N:28]=[N:27][N:18]=2)(=[O:14])=[O:15])=[CH:11][CH:12]=1. The catalyst class is: 13. (2) Reactant: [CH3:1][C:2]1[N:6]([CH:7]([CH3:9])[CH3:8])[C:5]([C:10]2[CH:15]=[CH:14][N:13]=[C:12]([NH:16][CH:17]3[CH2:22][CH2:21][CH:20]([NH2:23])[CH2:19][CH2:18]3)[N:11]=2)=[CH:4][N:3]=1.Cl.[CH3:25][N:26]([CH3:32])[CH2:27][CH2:28][C:29](O)=[O:30].CCN(C(C)C)C(C)C.CN(C(ON1N=NC2C=CC=CC1=2)=[N+](C)C)C.F[P-](F)(F)(F)(F)F. Product: [CH3:25][N:26]([CH3:32])[CH2:27][CH2:28][C:29]([NH:23][CH:20]1[CH2:19][CH2:18][CH:17]([NH:16][C:12]2[N:11]=[C:10]([C:5]3[N:6]([CH:7]([CH3:9])[CH3:8])[C:2]([CH3:1])=[N:3][CH:4]=3)[CH:15]=[CH:14][N:13]=2)[CH2:22][CH2:21]1)=[O:30]. The catalyst class is: 3. (3) Product: [Cl:26][CH2:25][CH2:24][CH2:23][CH2:22][N:10]1[C:11]2[C:16](=[CH:15][CH:14]=[CH:13][CH:12]=2)[C:17]2[CH2:18][CH2:19][S:20][C:7]3[CH:6]=[CH:5][CH:4]=[CH:3][C:8]=3[C:9]1=2. The catalyst class is: 3. Reactant: [H-].[Na+].[CH:3]1[C:8]2[C:9]3[NH:10][C:11]4[C:16]([C:17]=3[CH2:18][CH2:19][S:20][C:7]=2[CH:6]=[CH:5][CH:4]=1)=[CH:15][CH:14]=[CH:13][CH:12]=4.Br[CH2:22][CH2:23][CH2:24][CH2:25][Cl:26].O. (4) Reactant: C[O:2][C:3]1[CH:10]=[N:9][CH:8]=[C:7]([O:11][CH3:12])[C:4]=1[CH:5]=[O:6].[Al+3].[Cl-].[Cl-].[Cl-]. Product: [OH:2][C:3]1[CH:10]=[N:9][CH:8]=[C:7]([O:11][CH3:12])[C:4]=1[CH:5]=[O:6]. The catalyst class is: 2. (5) Reactant: [F:1][C:2]1([F:29])[CH2:7][CH2:6][N:5]([C:8]([C:10]2[NH:28][C:13]3=[N:14][CH:15]=[C:16]([O:18][CH:19]4[CH2:24][CH2:23][N:22]([CH:25]([CH3:27])[CH3:26])[CH2:21][CH2:20]4)[CH:17]=[C:12]3[CH:11]=2)=[O:9])[CH2:4][CH2:3]1.[H-].[Na+].[CH3:32][S:33](Cl)(=[O:35])=[O:34]. Product: [F:29][C:2]1([F:1])[CH2:7][CH2:6][N:5]([C:8]([C:10]2[N:28]([S:33]([CH3:32])(=[O:35])=[O:34])[C:13]3=[N:14][CH:15]=[C:16]([O:18][CH:19]4[CH2:20][CH2:21][N:22]([CH:25]([CH3:27])[CH3:26])[CH2:23][CH2:24]4)[CH:17]=[C:12]3[CH:11]=2)=[O:9])[CH2:4][CH2:3]1. The catalyst class is: 3. (6) Reactant: [S:1]1[CH:5]=[CH:4][C:3]([CH2:6][CH2:7][OH:8])=[CH:2]1.C(OC([N:16]1[CH2:21][CH2:20][C:19](=O)[CH2:18][CH2:17]1)=O)(C)(C)C.[F:23][C:24]([F:29])([F:28])[C:25]([OH:27])=[O:26].C(=O)=O. Product: [F:23][C:24]([F:29])([F:28])[C:25]([O-:27])=[O:26].[S:1]1[C:2]2[C:19]3([CH2:20][CH2:21][NH2+:16][CH2:17][CH2:18]3)[O:8][CH2:7][CH2:6][C:3]=2[CH:4]=[CH:5]1. The catalyst class is: 4.